Dataset: Forward reaction prediction with 1.9M reactions from USPTO patents (1976-2016). Task: Predict the product of the given reaction. (1) Given the reactants [Cl:1][C:2]1[CH:3]=[C:4]([S:8](Cl)(=[O:10])=[O:9])[CH:5]=[CH:6][CH:7]=1.C(=O)([O-])O.[Na+:16].S([O-])([O-])=O.[Na+].[Na+].O, predict the reaction product. The product is: [Na+:16].[Cl:1][C:2]1[CH:3]=[C:4]([S:8]([O-:10])=[O:9])[CH:5]=[CH:6][CH:7]=1. (2) The product is: [CH2:28]([O:27][C:23]1[CH:22]=[C:21]([Cl:35])[C:20]([CH2:19][C@@H:15]2[CH2:16][CH2:10][N:9]([C@H:38]3[CH2:43][CH2:42][C@H:41]([OH:44])[CH2:40][CH2:39]3)[C:14]2=[O:36])=[C:25]([Cl:26])[CH:24]=1)[C:29]1[CH:34]=[CH:33][CH:32]=[CH:31][CH:30]=1. Given the reactants C([C@@H]1CO[C:10](=O)[N:9]1[C:14](=[O:36])[C@H:15]([CH2:19][C:20]1[C:25]([Cl:26])=[CH:24][C:23]([O:27][CH2:28][C:29]2[CH:34]=[CH:33][CH:32]=[CH:31][CH:30]=2)=[CH:22][C:21]=1[Cl:35])[CH2:16]C=O)C1C=CC=CC=1.N[C@H:38]1[CH2:43][CH2:42][C@H:41]([OH:44])[CH2:40][CH2:39]1.[BH-](OC(C)=O)(OC(C)=O)OC(C)=O.[Na+].C(O)(=O)C, predict the reaction product.